From a dataset of Full USPTO retrosynthesis dataset with 1.9M reactions from patents (1976-2016). Predict the reactants needed to synthesize the given product. (1) Given the product [Si:47]([O:54][C@H:55]1[CH2:59][N:58]([C:2]([N:37]2[CH2:38][CH2:39][O:40][C@@H:35]([CH:28]([C:19]3[CH:18]=[CH:17][CH:16]=[C:15]([F:14])[C:20]=3[C:21]3[CH:26]=[CH:25][CH:24]=[C:23]([CH3:27])[CH:22]=3)[CH2:29][CH2:30][CH2:31][CH2:32][O:33][CH3:34])[CH2:36]2)=[O:4])[CH2:57][C@H:56]1[NH:60][C:61](=[O:67])[O:62][C:63]([CH3:66])([CH3:65])[CH3:64])([C:50]([CH3:53])([CH3:52])[CH3:51])([CH3:49])[CH3:48], predict the reactants needed to synthesize it. The reactants are: Cl[C:2](Cl)([O:4]C(=O)OC(Cl)(Cl)Cl)Cl.Cl.[F:14][C:15]1[C:20]([C:21]2[CH:26]=[CH:25][CH:24]=[C:23]([CH3:27])[CH:22]=2)=[C:19]([CH:28]([C@@H:35]2[O:40][CH2:39][CH2:38][NH:37][CH2:36]2)[CH2:29][CH2:30][CH2:31][CH2:32][O:33][CH3:34])[CH:18]=[CH:17][CH:16]=1.N1C=CC=CC=1.[Si:47]([O:54][C@H:55]1[CH2:59][NH:58][CH2:57][C@H:56]1[NH:60][C:61](=[O:67])[O:62][C:63]([CH3:66])([CH3:65])[CH3:64])([C:50]([CH3:53])([CH3:52])[CH3:51])([CH3:49])[CH3:48]. (2) Given the product [ClH:51].[NH2:36][CH2:35][CH:34]([NH:33][C:32]([C:30]1[CH:29]=[CH:28][C:27]([Cl:51])=[C:26]([NH:25][C:24]([C:22]2[C:21](=[O:53])[NH:20][C:18]3[N:19]=[C:14]([N:11]4[CH2:12][CH2:13][CH:8]([NH2:7])[CH2:9][CH2:10]4)[N:15]=[CH:16][C:17]=3[CH:23]=2)=[O:52])[CH:31]=1)=[O:50])[C:44]1[CH:45]=[CH:46][CH:47]=[CH:48][CH:49]=1, predict the reactants needed to synthesize it. The reactants are: C(OC(=O)[NH:7][CH:8]1[CH2:13][CH2:12][N:11]([C:14]2[N:15]=[CH:16][C:17]3[CH:23]=[C:22]([C:24](=[O:52])[NH:25][C:26]4[CH:31]=[C:30]([C:32](=[O:50])[NH:33][CH:34]([C:44]5[CH:49]=[CH:48][CH:47]=[CH:46][CH:45]=5)[CH2:35][NH:36]C(OC(C)(C)C)=O)[CH:29]=[CH:28][C:27]=4[Cl:51])[C:21](=[O:53])[NH:20][C:18]=3[N:19]=2)[CH2:10][CH2:9]1)(C)(C)C.Cl.